This data is from Forward reaction prediction with 1.9M reactions from USPTO patents (1976-2016). The task is: Predict the product of the given reaction. (1) Given the reactants [C:1]([C:3]1[C:4]([N:16]2[CH2:19][CH:18]([C:20](O)=[O:21])[CH2:17]2)=[N:5][C:6]([CH2:14][F:15])=[C:7]([C:9]([O:11][CH2:12][CH3:13])=[O:10])[CH:8]=1)#[N:2].[Cl:23][C:24]1[CH:29]=[CH:28][C:27]([CH2:30][S:31]([NH2:34])(=[O:33])=[O:32])=[CH:26][CH:25]=1, predict the reaction product. The product is: [Cl:23][C:24]1[CH:29]=[CH:28][C:27]([CH2:30][S:31]([NH:34][C:20]([CH:18]2[CH2:19][N:16]([C:4]3[C:3]([C:1]#[N:2])=[CH:8][C:7]([C:9]([O:11][CH2:12][CH3:13])=[O:10])=[C:6]([CH2:14][F:15])[N:5]=3)[CH2:17]2)=[O:21])(=[O:32])=[O:33])=[CH:26][CH:25]=1. (2) Given the reactants CC(C)([O-])C.[K+].[F:7][C:8]1[CH:9]=[CH:10][C:11]2[NH:16][C:15](=[O:17])[CH2:14][O:13][C:12]=2[CH:18]=1.[Br:19][C:20]1[CH:21]=[N:22][N:23]2[CH:28]=[CH:27][C:26]([CH:29](Br)[CH3:30])=[CH:25][C:24]=12, predict the reaction product. The product is: [Br:19][C:20]1[CH:21]=[N:22][N:23]2[CH:28]=[CH:27][C:26]([CH:29]([N:16]3[C:15](=[O:17])[CH2:14][O:13][C:12]4[CH:18]=[C:8]([F:7])[CH:9]=[CH:10][C:11]3=4)[CH3:30])=[CH:25][C:24]=12.